Dataset: CYP2C19 inhibition data for predicting drug metabolism from PubChem BioAssay. Task: Regression/Classification. Given a drug SMILES string, predict its absorption, distribution, metabolism, or excretion properties. Task type varies by dataset: regression for continuous measurements (e.g., permeability, clearance, half-life) or binary classification for categorical outcomes (e.g., BBB penetration, CYP inhibition). Dataset: cyp2c19_veith. (1) The compound is COC(=O)[C@H]1C[C@@H]1[C@H](NC(=O)OCc1ccccc1)c1ccccc1. The result is 1 (inhibitor). (2) The drug is Nc1ccc(Sc2cnn(-c3ccccc3)c(=O)c2Cl)cc1. The result is 1 (inhibitor). (3) The molecule is Cc1nc2cnc(N3CCOCC3)nc2n(Cc2ccc(F)cc2)c1=O. The result is 1 (inhibitor). (4) The molecule is Cc1nnsc1SC(C)C(=O)O. The result is 0 (non-inhibitor). (5) The compound is CC(C)[C@H](Sc1nc(N)nc2nc[nH]c12)C(=O)O. The result is 0 (non-inhibitor). (6) The drug is COCC(=O)N1CCC2(CC1)CCN(c1ncccn1)CC2. The result is 0 (non-inhibitor). (7) The molecule is CSc1ccc(CNc2ccccc2)cc1. The result is 1 (inhibitor). (8) The drug is O=C(O)[C@@H](O)[C@H](O)C(=O)O. The result is 0 (non-inhibitor). (9) The molecule is CC(C)CC(C(=O)NCC1CCCO1)N(C(=O)Cn1nnc(-c2ccc(F)cc2)n1)c1cccc(C(F)(F)F)c1. The result is 1 (inhibitor). (10) The drug is NC(N)=NC(N)=Nc1ccc(S(N)(=O)=O)cc1. The result is 0 (non-inhibitor).